This data is from NCI-60 drug combinations with 297,098 pairs across 59 cell lines. The task is: Regression. Given two drug SMILES strings and cell line genomic features, predict the synergy score measuring deviation from expected non-interaction effect. (1) Drug 1: C1=CC=C(C(=C1)C(C2=CC=C(C=C2)Cl)C(Cl)Cl)Cl. Drug 2: CC1=C(C=C(C=C1)C(=O)NC2=CC(=CC(=C2)C(F)(F)F)N3C=C(N=C3)C)NC4=NC=CC(=N4)C5=CN=CC=C5. Cell line: OVCAR-4. Synergy scores: CSS=-0.255, Synergy_ZIP=0.0926, Synergy_Bliss=-1.22, Synergy_Loewe=-5.03, Synergy_HSA=-2.17. (2) Drug 1: CC1=C(C=C(C=C1)NC(=O)C2=CC=C(C=C2)CN3CCN(CC3)C)NC4=NC=CC(=N4)C5=CN=CC=C5. Drug 2: CS(=O)(=O)CCNCC1=CC=C(O1)C2=CC3=C(C=C2)N=CN=C3NC4=CC(=C(C=C4)OCC5=CC(=CC=C5)F)Cl. Cell line: HOP-62. Synergy scores: CSS=2.81, Synergy_ZIP=3.65, Synergy_Bliss=-1.40, Synergy_Loewe=-16.0, Synergy_HSA=-1.60. (3) Drug 1: C1=CC(=CC=C1CCC2=CNC3=C2C(=O)NC(=N3)N)C(=O)NC(CCC(=O)O)C(=O)O. Drug 2: CC1=C(N=C(N=C1N)C(CC(=O)N)NCC(C(=O)N)N)C(=O)NC(C(C2=CN=CN2)OC3C(C(C(C(O3)CO)O)O)OC4C(C(C(C(O4)CO)O)OC(=O)N)O)C(=O)NC(C)C(C(C)C(=O)NC(C(C)O)C(=O)NCCC5=NC(=CS5)C6=NC(=CS6)C(=O)NCCC[S+](C)C)O. Cell line: SNB-75. Synergy scores: CSS=22.3, Synergy_ZIP=-1.96, Synergy_Bliss=0.0622, Synergy_Loewe=-4.12, Synergy_HSA=0.106. (4) Drug 1: CS(=O)(=O)CCNCC1=CC=C(O1)C2=CC3=C(C=C2)N=CN=C3NC4=CC(=C(C=C4)OCC5=CC(=CC=C5)F)Cl. Drug 2: CC1C(C(CC(O1)OC2CC(CC3=C2C(=C4C(=C3O)C(=O)C5=CC=CC=C5C4=O)O)(C(=O)C)O)N)O. Cell line: SNB-19. Synergy scores: CSS=41.0, Synergy_ZIP=4.75, Synergy_Bliss=4.24, Synergy_Loewe=-30.1, Synergy_HSA=4.26. (5) Drug 1: C(CC(=O)O)C(=O)CN.Cl. Drug 2: CC1C(C(CC(O1)OC2CC(CC3=C2C(=C4C(=C3O)C(=O)C5=CC=CC=C5C4=O)O)(C(=O)C)O)N)O. Cell line: A498. Synergy scores: CSS=64.5, Synergy_ZIP=-4.46, Synergy_Bliss=-5.35, Synergy_Loewe=-34.7, Synergy_HSA=-3.75. (6) Drug 1: C1=CC(=CC=C1CC(C(=O)O)N)N(CCCl)CCCl.Cl. Drug 2: C(=O)(N)NO. Cell line: MDA-MB-435. Synergy scores: CSS=-12.5, Synergy_ZIP=5.34, Synergy_Bliss=-0.994, Synergy_Loewe=-8.76, Synergy_HSA=-7.93.